From a dataset of Catalyst prediction with 721,799 reactions and 888 catalyst types from USPTO. Predict which catalyst facilitates the given reaction. (1) Reactant: [CH3:1][C:2]([O:4][C@H:5]1[C:14]2[C@@:15]3([CH3:30])[C@@H:26]([CH2:27][O:28][CH3:29])[O:25][C:23](=[O:24])[C:17]4=[CH:18][O:19][C:20]([C:21](=[O:22])[C:13]=2[C@@H:8]2[CH2:9][CH2:10][C@H:11]([OH:12])[C@@:7]2([CH3:31])[CH2:6]1)=[C:16]34)=[O:3].[CH3:32][NH:33][CH2:34][CH2:35][CH2:36][CH3:37]. Product: [C:2]([O:4][C@H:5]1[C:14]2[C@:15]3([CH3:30])[C:16](/[C:17](=[CH:18]\[N:33]([CH2:34][CH2:35][CH2:36][CH3:37])[CH3:32])/[C:23](=[O:24])[O:25][C@@H:26]3[CH2:27][O:28][CH3:29])=[C:20]([OH:19])[C:21](=[O:22])[C:13]=2[CH:8]2[C@@:7]([CH3:31])([C@@H:11]([OH:12])[CH2:10][CH2:9]2)[CH2:6]1)(=[O:3])[CH3:1]. The catalyst class is: 2. (2) Reactant: [OH:1][CH2:2][C@H:3]1[CH2:7][C@@H:6]([NH:8][C:9]2[C:14]([I:15])=[CH:13][N:12]=[C:11]([S:16][CH3:17])[N:10]=2)[C@H:5]([OH:18])[C@@H:4]1[OH:19].CO[C:22](OC)([CH3:24])[CH3:23].CS(O)(=O)=O.C(=O)(O)[O-].[Na+]. Product: [I:15][C:14]1[C:9]([NH:8][C@H:6]2[C@@H:5]3[O:18][C:22]([CH3:24])([CH3:23])[O:19][C@@H:4]3[C@@H:3]([CH2:2][OH:1])[CH2:7]2)=[N:10][C:11]([S:16][CH3:17])=[N:12][CH:13]=1. The catalyst class is: 21. (3) Reactant: [CH3:1][C:2]1[C:11]2[C:6](=[CH:7][CH:8]=[CH:9][CH:10]=2)[N:5]=[C:4]([N:12]2[CH2:17][CH2:16][NH:15][CH2:14][CH2:13]2)[CH:3]=1.CCN=C=NCCCN(C)C.Cl.C1C=CC2N(O)N=NC=2C=1.C(N(CC)CC)C.[N+:47]([C:50]1[CH:55]=[CH:54][C:53]([NH:56][CH:57]2[CH2:62][CH2:61][CH:60]([O:63][CH2:64][C:65](O)=[O:66])[CH2:59][CH2:58]2)=[CH:52][C:51]=1[C:68]([F:71])([F:70])[F:69])([O-:49])=[O:48]. Product: [CH3:1][C:2]1[C:11]2[C:6](=[CH:7][CH:8]=[CH:9][CH:10]=2)[N:5]=[C:4]([N:12]2[CH2:17][CH2:16][N:15]([C:65](=[O:66])[CH2:64][O:63][CH:60]3[CH2:61][CH2:62][CH:57]([NH:56][C:53]4[CH:54]=[CH:55][C:50]([N+:47]([O-:49])=[O:48])=[C:51]([C:68]([F:70])([F:69])[F:71])[CH:52]=4)[CH2:58][CH2:59]3)[CH2:14][CH2:13]2)[CH:3]=1. The catalyst class is: 4. (4) The catalyst class is: 78. Product: [F:1][C:2]1[CH:7]=[C:6]([CH:5]=[CH:4][C:3]=1[N:11]1[CH2:16][CH2:15][CH2:14][CH2:13][CH2:12]1)[NH2:8]. Reactant: [F:1][C:2]1[CH:7]=[C:6]([N+:8]([O-])=O)[CH:5]=[CH:4][C:3]=1[N:11]1[CH2:16][CH2:15][CH2:14][CH2:13][CH2:12]1. (5) Reactant: Cl.[NH2:2][CH2:3][C:4]1[CH:12]=[CH:11][CH:10]=[C:9]2[C:5]=1[C:6](=[O:22])[N:7]([CH:14]1[CH2:19][CH2:18][C:17](=[O:20])[NH:16][C:15]1=[O:21])[C:8]2=[O:13].C(N(C(C)C)CC)(C)C.[F:32][C:33]1[CH:34]=[C:35]([CH:39]=[CH:40][C:41]=1[F:42])[C:36](Cl)=[O:37]. Product: [O:21]=[C:15]1[CH:14]([N:7]2[C:6](=[O:22])[C:5]3[C:9](=[CH:10][CH:11]=[CH:12][C:4]=3[CH2:3][NH:2][C:36](=[O:37])[C:35]3[CH:39]=[CH:40][C:41]([F:42])=[C:33]([F:32])[CH:34]=3)[C:8]2=[O:13])[CH2:19][CH2:18][C:17](=[O:20])[NH:16]1. The catalyst class is: 2. (6) Reactant: [CH3:1][NH2:2].O.Cl[C:5]1[C:10]([C:11]([O:13][CH3:14])=[O:12])=[CH:9][N:8]=[C:7]([Cl:15])[CH:6]=1. Product: [Cl:15][C:7]1[CH:6]=[C:5]([NH:2][CH3:1])[C:10]([C:11]([O:13][CH3:14])=[O:12])=[CH:9][N:8]=1. The catalyst class is: 23. (7) Reactant: [Br:1][C:2]1[CH:11]=[CH:10][C:5]([C:6](OC)=[O:7])=[C:4]([CH3:12])[CH:3]=1.[H-].[H-].[H-].[H-].[Li+].[Al+3]. Product: [Br:1][C:2]1[CH:11]=[CH:10][C:5]([CH2:6][OH:7])=[C:4]([CH3:12])[CH:3]=1. The catalyst class is: 464.